From a dataset of Reaction yield outcomes from USPTO patents with 853,638 reactions. Predict the reaction yield, written as a fraction of the theoretical maximum amount of product (1.0 means a 100% yield; for example, 0.34 means a 34% yield). (1) The reactants are [CH3:1][O-:2].[Na+].[Cl:4][C:5]1[C:10]([N+:11]([O-:13])=[O:12])=[C:9](Cl)[N:8]=[CH:7][N:6]=1. The catalyst is CO. The product is [Cl:4][C:5]1[C:10]([N+:11]([O-:13])=[O:12])=[C:9]([O:2][CH3:1])[N:8]=[CH:7][N:6]=1. The yield is 0.740. (2) The reactants are Br[C:2]1[CH:3]=[C:4]2[C:9](=[C:10]([CH3:12])[CH:11]=1)[N:8]=[C:7]([C:13]1[CH:14]=[N:15][CH:16]=[CH:17][CH:18]=1)[N:6]=[C:5]2[NH:19][CH3:20].[CH3:21][O:22][C:23]1[CH:24]=[C:25](B(O)O)[CH:26]=[CH:27][CH:28]=1.C([O-])([O-])=O.[K+].[K+]. The catalyst is O1CCOCC1.O.Cl[Pd](Cl)([P](C1C=CC=CC=1)(C1C=CC=CC=1)C1C=CC=CC=1)[P](C1C=CC=CC=1)(C1C=CC=CC=1)C1C=CC=CC=1. The product is [CH3:21][O:22][C:23]1[CH:28]=[C:27]([C:2]2[CH:3]=[C:4]3[C:9](=[C:10]([CH3:12])[CH:11]=2)[N:8]=[C:7]([C:13]2[CH:14]=[N:15][CH:16]=[CH:17][CH:18]=2)[N:6]=[C:5]3[NH:19][CH3:20])[CH:26]=[CH:25][CH:24]=1. The yield is 0.0780. (3) The reactants are [CH2:1]([O:8][C:9]([NH:11][C@@H:12]([CH2:16][C:17]1[CH:22]=[CH:21][C:20]([C:23]2[N:28]=[CH:27][C:26]([Br:29])=[CH:25][N:24]=2)=[CH:19][CH:18]=1)[C:13]([OH:15])=O)=[O:10])[C:2]1[CH:7]=[CH:6][CH:5]=[CH:4][CH:3]=1.Cl.[NH2:31][C@H:32]([CH3:40])[C:33]([O:35][C:36]([CH3:39])([CH3:38])[CH3:37])=[O:34].CCN(C(C)C)C(C)C.CN(C(ON1N=NC2C=CC=NC1=2)=[N+](C)C)C.F[P-](F)(F)(F)(F)F. The catalyst is CN(C=O)C. The product is [CH2:1]([O:8][C:9]([NH:11][C@@H:12]([CH2:16][C:17]1[CH:18]=[CH:19][C:20]([C:23]2[N:28]=[CH:27][C:26]([Br:29])=[CH:25][N:24]=2)=[CH:21][CH:22]=1)[C:13]([NH:31][C@@H:32]([C:33]([O:35][C:36]([CH3:39])([CH3:38])[CH3:37])=[O:34])[CH3:40])=[O:15])=[O:10])[C:2]1[CH:7]=[CH:6][CH:5]=[CH:4][CH:3]=1. The yield is 0.890. (4) The reactants are [OH:1][C@@H:2]([C@H:10]([C:12]1C=CC=CC=1)C)[C:3]([O:5][CH2:6][CH2:7][CH2:8][CH3:9])=S.C([OH:20])C. The catalyst is [Ni]. The product is [OH:1][C@@H:2]([CH2:10][CH3:12])[C:3]([O:5][CH2:6][CH2:7][CH2:8][CH3:9])=[O:20]. The yield is 1.00. (5) The reactants are C([O:5][C:6](=[O:51])[C:7]([O:10]/[N:11]=[C:12](/[C:38]1[N:39]=[C:40]([NH:43]C(OC(C)(C)C)=O)[S:41][CH:42]=1)\[C:13]([NH:15][C@@H:16]1[C:19](=[O:20])[N:18]([S:21]([O-:24])(=[O:23])=[O:22])[C@@H:17]1[CH2:25][N:26]1[CH:30]=[C:29]([C:31]2[CH:36]=[CH:35][N+:34]([CH3:37])=[CH:33][CH:32]=2)[N:28]=[N:27]1)=[O:14])([CH3:9])[CH3:8])(C)(C)C.C(O)(C(F)(F)F)=O. The catalyst is C(Cl)Cl. The product is [NH2:43][C:40]1[S:41][CH:42]=[C:38](/[C:12](=[N:11]/[O:10][C:7]([C:6]([OH:51])=[O:5])([CH3:8])[CH3:9])/[C:13]([NH:15][C@@H:16]2[C:19](=[O:20])[N:18]([S:21]([O-:24])(=[O:22])=[O:23])[C@@H:17]2[CH2:25][N:26]2[CH:30]=[C:29]([C:31]3[CH:32]=[CH:33][N+:34]([CH3:37])=[CH:35][CH:36]=3)[N:28]=[N:27]2)=[O:14])[N:39]=1. The yield is 0.410. (6) The reactants are O([Si](C)(C)C)S(C(F)(F)F)(=O)=O.[CH3:13][N:14]1[CH:18]=[C:17]([NH:19][C:20]([C:22]2[N:23]([CH3:27])[CH:24]=[CH:25][N:26]=2)=[O:21])[N:16]=[C:15]1[C:28](O)=[O:29].[CH3:31][O:32][C:33]([C:35]1[N:36]([CH3:50])[CH:37]=[C:38]([NH:40][C:41]([C:43]2[N:44]([CH3:49])[CH:45]=[C:46]([NH2:48])[N:47]=2)=[O:42])[CH:39]=1)=[O:34].C([O-])([O-])=O.[Na+].[Na+]. The catalyst is C(#N)C.C(Cl)(Cl)Cl.O. The product is [CH3:31][O:32][C:33]([C:35]1[N:36]([CH3:50])[CH:37]=[C:38]([NH:40][C:41]([C:43]2[N:44]([CH3:49])[CH:45]=[C:46]([NH:48][C:28]([C:15]3[N:14]([CH3:13])[CH:18]=[C:17]([NH:19][C:20]([C:22]4[N:23]([CH3:27])[CH:24]=[CH:25][N:26]=4)=[O:21])[N:16]=3)=[O:29])[N:47]=2)=[O:42])[CH:39]=1)=[O:34]. The yield is 0.590. (7) The reactants are [I:1][C:2]1[CH:7]=[CH:6][C:5]([N:8]2[C:12](=[O:13])[CH2:11][C:10](=[O:14])[NH:9]2)=[CH:4][CH:3]=1.[I:15][C:16]1[CH:23]=[CH:22][C:19]([CH:20]=O)=[CH:18][CH:17]=1. The catalyst is CCO.N1C=CC=CC=1. The product is [I:15][C:16]1[CH:23]=[CH:22][C:19]([CH:20]=[C:11]2[C:12](=[O:13])[N:8]([C:5]3[CH:4]=[CH:3][C:2]([I:1])=[CH:7][CH:6]=3)[NH:9][C:10]2=[O:14])=[CH:18][CH:17]=1. The yield is 0.870. (8) The reactants are [CH3:1][O:2][C:3]1[CH:8]=[CH:7][C:6]([SH:9])=[CH:5][CH:4]=1.[C:10]([O:13][CH2:14][CH2:15]Br)(=[O:12])[CH3:11].C([O-])([O-])=O.[K+].[K+]. The catalyst is CC(C)=O. The product is [C:10]([O:13][CH2:14][CH2:15][S:9][C:6]1[CH:7]=[CH:8][C:3]([O:2][CH3:1])=[CH:4][CH:5]=1)(=[O:12])[CH3:11]. The yield is 0.833. (9) The yield is 0.560. The product is [F:17][C:18]1[CH:19]=[CH:20][C:21]([OH:24])=[C:22]([C:8](=[O:10])[CH2:7][C:1]2[CH:2]=[CH:3][CH:4]=[CH:5][CH:6]=2)[CH:23]=1. The catalyst is ClCCl.CN(C=O)C. The reactants are [C:1]1([CH2:7][C:8]([OH:10])=O)[CH:6]=[CH:5][CH:4]=[CH:3][CH:2]=1.C(Cl)(=O)C(Cl)=O.[F:17][C:18]1[CH:23]=[CH:22][C:21]([O:24]C)=[CH:20][CH:19]=1.[Al+3].[Cl-].[Cl-].[Cl-]. (10) The reactants are [Cl:1][C:2]1[C:7]([C:8](Cl)=[O:9])=[C:6]([Cl:11])[N:5]=[CH:4][N:3]=1.[CH3:12][O:13][C:14](=[O:40])[CH2:15][C@H:16]1[CH2:21][CH2:20][C@H:19]([C:22]2[CH:27]=[CH:26][C:25]([NH:28][CH2:29][C@H:30]([O:32][Si:33]([C:36]([CH3:39])([CH3:38])[CH3:37])([CH3:35])[CH3:34])[CH3:31])=[CH:24][CH:23]=2)[CH2:18][CH2:17]1. The catalyst is C1COCC1. The product is [CH3:12][O:13][C:14](=[O:40])[CH2:15][C@H:16]1[CH2:17][CH2:18][C@H:19]([C:22]2[CH:23]=[CH:24][C:25]([N:28]([CH2:29][C@H:30]([O:32][Si:33]([C:36]([CH3:39])([CH3:38])[CH3:37])([CH3:34])[CH3:35])[CH3:31])[C:8]([C:7]3[C:6]([Cl:11])=[N:5][CH:4]=[N:3][C:2]=3[Cl:1])=[O:9])=[CH:26][CH:27]=2)[CH2:20][CH2:21]1. The yield is 0.630.